From a dataset of Catalyst prediction with 721,799 reactions and 888 catalyst types from USPTO. Predict which catalyst facilitates the given reaction. (1) Reactant: [O:1]=[P:2](Cl)(Cl)Cl.C(N(CC)C(C)C)(C)C.[NH2:15][CH2:16][CH2:17][C:18]1[CH:23]=[CH:22][C:21]([OH:24])=[CH:20][CH:19]=1.C(=O)(OC(C)(C)C)[O:26]C(C)(C)C. Product: [P:2]([O:24][C:21]1[CH:22]=[CH:23][C:18]([CH2:17][CH2:16][NH2:15])=[CH:19][CH:20]=1)(=[O:1])=[O:26]. The catalyst class is: 22. (2) Reactant: [H-].[Al+3].[Li+].[H-].[H-].[H-].[CH3:7][O:8][C@@H:9]1[CH2:17][N:16]2[C@@H:11]([CH2:12][C:13](N3CCCC3)=[CH:14][C:15]2=O)[CH2:10]1.[OH-].[Na+].C([OH:28])C. Product: [CH3:7][O:8][C@@H:9]1[CH2:17][N:16]2[C@H:11]([CH2:12][C:13](=[O:28])[CH2:14][CH2:15]2)[CH2:10]1. The catalyst class is: 7.